From a dataset of Forward reaction prediction with 1.9M reactions from USPTO patents (1976-2016). Predict the product of the given reaction. (1) Given the reactants Cl.Cl.Cl.[N:4]1([CH2:9][CH2:10][N:11]2[CH:15]=[C:14]([CH:16]3[CH2:21][CH2:20][O:19][CH2:18][CH2:17]3)[N:13]=[C:12]2[CH:22]2[CH2:27][CH2:26][NH:25][CH2:24][CH2:23]2)[CH2:8][CH2:7][CH2:6][CH2:5]1.Cl[C:29]1[C:30]2[C@H:38]([CH3:39])[CH2:37][C:36](=[O:40])[NH:35][C:31]=2[N:32]=[CH:33][N:34]=1.N12CCCN=C1CCCCC2.C, predict the reaction product. The product is: [CH3:39][C@H:38]1[C:30]2[C:29]([N:25]3[CH2:24][CH2:23][CH:22]([C:12]4[N:11]([CH2:10][CH2:9][N:4]5[CH2:5][CH2:6][CH2:7][CH2:8]5)[CH:15]=[C:14]([CH:16]5[CH2:21][CH2:20][O:19][CH2:18][CH2:17]5)[N:13]=4)[CH2:27][CH2:26]3)=[N:34][CH:33]=[N:32][C:31]=2[NH:35][C:36](=[O:40])[CH2:37]1. (2) The product is: [F:26][C:25]1[CH:24]=[CH:23][C:10]([CH2:11][C:12]2[C:21]3[C:16](=[CH:17][CH:18]=[CH:19][CH:20]=3)[C:15](=[O:22])[NH:14][N:13]=2)=[CH:9][C:8]=1[C:6]([N:4]1[CH2:3][CH:2]([NH:1][CH2:31][CH2:30][CH2:29][C:28]([F:34])([F:33])[F:27])[CH2:5]1)=[O:7]. Given the reactants [NH2:1][CH:2]1[CH2:5][N:4]([C:6]([C:8]2[CH:9]=[C:10]([CH:23]=[CH:24][C:25]=2[F:26])[CH2:11][C:12]2[C:21]3[C:16](=[CH:17][CH:18]=[CH:19][CH:20]=3)[C:15](=[O:22])[NH:14][N:13]=2)=[O:7])[CH2:3]1.[F:27][C:28]([F:34])([F:33])[CH2:29][CH2:30][CH2:31]O.C(O[BH-](OC(=O)C)OC(=O)C)(=O)C.[Na+], predict the reaction product. (3) The product is: [CH3:1][N:2]1[C:10]2[C:5](=[CH:6][CH:7]=[CH:8][CH:9]=2)[C:4]([C:11]2[O:12][C:13]([C:16]3[CH:17]=[C:18]4[C:23](=[CH:24][CH:25]=3)[CH:22]=[C:21]([O:26][CH:27]([CH2:32][C:33]3[CH:38]=[CH:37][CH:36]=[CH:35][CH:34]=3)[C:28]([OH:30])=[O:29])[CH:20]=[CH:19]4)=[CH:14][N:15]=2)=[CH:3]1. Given the reactants [CH3:1][N:2]1[C:10]2[C:5](=[CH:6][CH:7]=[CH:8][CH:9]=2)[C:4]([C:11]2[O:12][C:13]([C:16]3[CH:17]=[C:18]4[C:23](=[CH:24][CH:25]=3)[CH:22]=[C:21]([O:26][CH:27]([CH2:32][C:33]3[CH:38]=[CH:37][CH:36]=[CH:35][CH:34]=3)[C:28]([O:30]C)=[O:29])[CH:20]=[CH:19]4)=[CH:14][N:15]=2)=[CH:3]1.[OH-].[Na+].Cl, predict the reaction product. (4) Given the reactants [C:1]([O:5][C:6](=[O:20])[NH:7][C@@H:8]1[C:14](=[O:15])[NH:13][C:12]2[CH:16]=[CH:17][CH:18]=[CH:19][C:11]=2[NH:10][CH2:9]1)([CH3:4])([CH3:3])[CH3:2].[Li+].C[Si]([N-][Si](C)(C)C)(C)C.[Br:31][C:32]1[CH:33]=[C:34]2[C:39](=[CH:40][CH:41]=1)[C:38]([CH2:42]Cl)=[C:37]([O:44][CH3:45])[CH:36]=[CH:35]2.[Na+].[I-], predict the reaction product. The product is: [C:1]([O:5][C:6](=[O:20])[NH:7][C@@H:8]1[C:14](=[O:15])[N:13]([CH2:42][C:38]2[C:39]3[C:34](=[CH:33][C:32]([Br:31])=[CH:41][CH:40]=3)[CH:35]=[CH:36][C:37]=2[O:44][CH3:45])[C:12]2[CH:16]=[CH:17][CH:18]=[CH:19][C:11]=2[NH:10][CH2:9]1)([CH3:4])([CH3:2])[CH3:3]. (5) Given the reactants [O:1]=[C:2]1[NH:7][C:6](=[S:8])[N:5]([CH2:9][C:10]2[CH:17]=[CH:16][C:15]([C:18]([F:21])([F:20])[F:19])=[CH:14][C:11]=2[CH:12]=O)[C:4]2[CH:22]=[CH:23][NH:24][C:3]1=2.[CH3:25][NH2:26].[BH4-].[Na+], predict the reaction product. The product is: [CH3:25][NH:26][CH2:12][C:11]1[CH:14]=[C:15]([C:18]([F:19])([F:21])[F:20])[CH:16]=[CH:17][C:10]=1[CH2:9][N:5]1[C:4]2[CH:22]=[CH:23][NH:24][C:3]=2[C:2](=[O:1])[NH:7][C:6]1=[S:8]. (6) Given the reactants [F:1][C:2]1[CH:8]=[CH:7][C:5]([NH2:6])=[CH:4][C:3]=1[N+:9]([O-:11])=[O:10].[C:12]1([S:18](Cl)(=[O:20])=[O:19])[CH:17]=[CH:16][CH:15]=[CH:14][CH:13]=1, predict the reaction product. The product is: [F:1][C:2]1[CH:8]=[CH:7][C:5]([NH:6][S:18]([C:12]2[CH:17]=[CH:16][CH:15]=[CH:14][CH:13]=2)(=[O:20])=[O:19])=[CH:4][C:3]=1[N+:9]([O-:11])=[O:10]. (7) Given the reactants [Cl:1][C:2]1[C:3]([F:41])=[C:4]([S:20]([N:23](CC2C=CC(OC)=CC=2OC)[C:24]2[CH:29]=[CH:28][N:27]=[CH:26][N:25]=2)(=[O:22])=[O:21])[CH:5]=[CH:6][C:7]=1[O:8][C@H:9]1[CH2:13][CH2:12][CH2:11][C@@H:10]1[C:14]1[N:18]([CH3:19])[N:17]=[CH:16][CH:15]=1.C([SiH](CC)CC)C.FC(F)(F)C(O)=O, predict the reaction product. The product is: [Cl:1][C:2]1[C:3]([F:41])=[C:4]([S:20]([NH:23][C:24]2[CH:29]=[CH:28][N:27]=[CH:26][N:25]=2)(=[O:21])=[O:22])[CH:5]=[CH:6][C:7]=1[O:8][C@H:9]1[CH2:13][CH2:12][CH2:11][C@@H:10]1[C:14]1[N:18]([CH3:19])[N:17]=[CH:16][CH:15]=1. (8) The product is: [Br:1][C:2]1[CH:3]=[CH:4][C:5]([O:10][CH2:11][CH2:12][CH3:13])=[C:6]([CH2:7][N:24]2[CH2:23][CH2:22][C:21]([C:18]3[CH:19]=[CH:20][C:15]([F:14])=[CH:16][CH:17]=3)([OH:27])[CH2:26][CH2:25]2)[CH:9]=1. Given the reactants [Br:1][C:2]1[CH:3]=[CH:4][C:5]([O:10][CH2:11][CH2:12][CH3:13])=[C:6]([CH:9]=1)[CH:7]=O.[F:14][C:15]1[CH:20]=[CH:19][C:18]([C:21]2([OH:27])[CH2:26][CH2:25][NH:24][CH2:23][CH2:22]2)=[CH:17][CH:16]=1.CC(O)=O.[BH-](OC(C)=O)(OC(C)=O)OC(C)=O.[Na+], predict the reaction product.